The task is: Regression. Given two drug SMILES strings and cell line genomic features, predict the synergy score measuring deviation from expected non-interaction effect.. This data is from NCI-60 drug combinations with 297,098 pairs across 59 cell lines. (1) Drug 2: CCCCCOC(=O)NC1=NC(=O)N(C=C1F)C2C(C(C(O2)C)O)O. Drug 1: CC(C1=C(C=CC(=C1Cl)F)Cl)OC2=C(N=CC(=C2)C3=CN(N=C3)C4CCNCC4)N. Cell line: SK-MEL-2. Synergy scores: CSS=-1.43, Synergy_ZIP=-1.36, Synergy_Bliss=-1.39, Synergy_Loewe=-8.80, Synergy_HSA=-4.23. (2) Drug 1: CC1=C2C(C(=O)C3(C(CC4C(C3C(C(C2(C)C)(CC1OC(=O)C(C(C5=CC=CC=C5)NC(=O)OC(C)(C)C)O)O)OC(=O)C6=CC=CC=C6)(CO4)OC(=O)C)O)C)O. Drug 2: CCN(CC)CCNC(=O)C1=C(NC(=C1C)C=C2C3=C(C=CC(=C3)F)NC2=O)C. Cell line: LOX IMVI. Synergy scores: CSS=15.6, Synergy_ZIP=4.58, Synergy_Bliss=3.30, Synergy_Loewe=3.92, Synergy_HSA=4.05. (3) Drug 1: C1CCN(CC1)CCOC2=CC=C(C=C2)C(=O)C3=C(SC4=C3C=CC(=C4)O)C5=CC=C(C=C5)O. Drug 2: CC1C(C(=O)NC(C(=O)N2CCCC2C(=O)N(CC(=O)N(C(C(=O)O1)C(C)C)C)C)C(C)C)NC(=O)C3=C4C(=C(C=C3)C)OC5=C(C(=O)C(=C(C5=N4)C(=O)NC6C(OC(=O)C(N(C(=O)CN(C(=O)C7CCCN7C(=O)C(NC6=O)C(C)C)C)C)C(C)C)C)N)C. Cell line: SW-620. Synergy scores: CSS=32.8, Synergy_ZIP=4.26, Synergy_Bliss=5.81, Synergy_Loewe=-20.3, Synergy_HSA=2.87. (4) Drug 1: C1CCC(CC1)NC(=O)N(CCCl)N=O. Drug 2: CN(C(=O)NC(C=O)C(C(C(CO)O)O)O)N=O. Cell line: 786-0. Synergy scores: CSS=8.22, Synergy_ZIP=-9.47, Synergy_Bliss=-4.04, Synergy_Loewe=-18.8, Synergy_HSA=-3.83. (5) Drug 1: CC1C(C(CC(O1)OC2CC(OC(C2O)C)OC3=CC4=CC5=C(C(=O)C(C(C5)C(C(=O)C(C(C)O)O)OC)OC6CC(C(C(O6)C)O)OC7CC(C(C(O7)C)O)OC8CC(C(C(O8)C)O)(C)O)C(=C4C(=C3C)O)O)O)O. Drug 2: C(CCl)NC(=O)N(CCCl)N=O. Cell line: MALME-3M. Synergy scores: CSS=11.1, Synergy_ZIP=-0.436, Synergy_Bliss=-0.397, Synergy_Loewe=-33.4, Synergy_HSA=-0.151. (6) Drug 1: CN1CCC(CC1)COC2=C(C=C3C(=C2)N=CN=C3NC4=C(C=C(C=C4)Br)F)OC. Drug 2: C1=NC2=C(N1)C(=S)N=CN2. Cell line: HOP-92. Synergy scores: CSS=4.28, Synergy_ZIP=-13.2, Synergy_Bliss=-27.3, Synergy_Loewe=-25.9, Synergy_HSA=-24.2. (7) Drug 1: C1CCC(CC1)NC(=O)N(CCCl)N=O. Drug 2: CCCS(=O)(=O)NC1=C(C(=C(C=C1)F)C(=O)C2=CNC3=C2C=C(C=N3)C4=CC=C(C=C4)Cl)F. Cell line: MOLT-4. Synergy scores: CSS=19.1, Synergy_ZIP=0.408, Synergy_Bliss=0.477, Synergy_Loewe=-9.13, Synergy_HSA=-1.15. (8) Drug 1: C1CCC(C1)C(CC#N)N2C=C(C=N2)C3=C4C=CNC4=NC=N3. Drug 2: C1CCC(C(C1)N)N.C(=O)(C(=O)[O-])[O-].[Pt+4]. Cell line: MDA-MB-435. Synergy scores: CSS=6.02, Synergy_ZIP=1.24, Synergy_Bliss=8.07, Synergy_Loewe=-6.85, Synergy_HSA=2.23. (9) Drug 1: CN(C)C1=NC(=NC(=N1)N(C)C)N(C)C. Drug 2: CC(C)CN1C=NC2=C1C3=CC=CC=C3N=C2N. Cell line: SK-MEL-5. Synergy scores: CSS=-3.07, Synergy_ZIP=4.91, Synergy_Bliss=4.44, Synergy_Loewe=-2.21, Synergy_HSA=-1.71. (10) Drug 1: C(=O)(N)NO. Drug 2: C1=CC=C(C(=C1)C(C2=CC=C(C=C2)Cl)C(Cl)Cl)Cl. Cell line: IGROV1. Synergy scores: CSS=-17.6, Synergy_ZIP=15.3, Synergy_Bliss=20.9, Synergy_Loewe=-5.36, Synergy_HSA=-1.05.